This data is from Peptide-MHC class II binding affinity with 134,281 pairs from IEDB. The task is: Regression. Given a peptide amino acid sequence and an MHC pseudo amino acid sequence, predict their binding affinity value. This is MHC class II binding data. (1) The peptide sequence is KHDDAIVRLRNAGIV. The MHC is DRB5_0101 with pseudo-sequence DRB5_0101. The binding affinity (normalized) is 0.540. (2) The peptide sequence is PAAAYATATPAAATA. The MHC is HLA-DQA10104-DQB10503 with pseudo-sequence HLA-DQA10104-DQB10503. The binding affinity (normalized) is 0.310. (3) The peptide sequence is GVLVATNFFGINTIP. The MHC is HLA-DPA10301-DPB10402 with pseudo-sequence HLA-DPA10301-DPB10402. The binding affinity (normalized) is 0.830. (4) The peptide sequence is AITAMSEAQKAAKPA. The MHC is DRB1_1602 with pseudo-sequence DRB1_1602. The binding affinity (normalized) is 0.445. (5) The peptide sequence is AEHQAIISDVLTASD. The MHC is HLA-DPA10201-DPB10101 with pseudo-sequence HLA-DPA10201-DPB10101. The binding affinity (normalized) is 0.157. (6) The peptide sequence is KVSDDITYVATATLP. The MHC is DRB1_0701 with pseudo-sequence DRB1_0701. The binding affinity (normalized) is 0.612. (7) The peptide sequence is CSGEPVVVHITDDNE. The MHC is DRB5_0101 with pseudo-sequence DRB5_0101. The binding affinity (normalized) is 0. (8) The peptide sequence is SPIINREGKVVGLYG. The MHC is DRB3_0101 with pseudo-sequence DRB3_0101. The binding affinity (normalized) is 0.153. (9) The peptide sequence is LDYDDYVYPGHAIWW. The MHC is DRB1_0701 with pseudo-sequence DRB1_0701. The binding affinity (normalized) is 0.106. (10) The peptide sequence is GPDGRLLRGHNQFAYDGK. The MHC is DRB1_0401 with pseudo-sequence DRB1_0401. The binding affinity (normalized) is 0.595.